This data is from Reaction yield outcomes from USPTO patents with 853,638 reactions. The task is: Predict the reaction yield, written as a fraction of the theoretical maximum amount of product (1.0 means a 100% yield; for example, 0.34 means a 34% yield). (1) The reactants are O[C:2]1([CH2:23][CH2:24][C:25]2[CH:30]=[CH:29][CH:28]=[CH:27][CH:26]=2)[C:6]2[CH:7]=[C:8]([NH:13][C:14](=[O:20])[CH2:15][C:16]([CH3:19])([CH3:18])[CH3:17])[C:9]([CH3:12])=[C:10]([CH3:11])[C:5]=2[O:4][C:3]1([CH3:22])[CH3:21]. The catalyst is C(OCC)(=O)C.CCCCCC. The product is [CH3:21][C:3]1([CH3:22])[CH:2]([CH2:23][CH2:24][C:25]2[CH:30]=[CH:29][CH:28]=[CH:27][CH:26]=2)[C:6]2[CH:7]=[C:8]([NH:13][C:14](=[O:20])[CH2:15][C:16]([CH3:19])([CH3:18])[CH3:17])[C:9]([CH3:12])=[C:10]([CH3:11])[C:5]=2[O:4]1. The yield is 0.920. (2) The reactants are [Br:1][C:2]1[CH:7]=[CH:6][C:5]([OH:8])=[CH:4][CH:3]=1.Cl[CH2:10][C:11]1[CH:20]=[CH:19][C:18]2[C:13](=[CH:14][CH:15]=[CH:16][CH:17]=2)[N:12]=1.C([O-])([O-])=O.[K+].[K+]. No catalyst specified. The product is [Br:1][C:2]1[CH:7]=[CH:6][C:5]([O:8][CH2:10][C:11]2[CH:20]=[CH:19][C:18]3[C:13](=[CH:14][CH:15]=[CH:16][CH:17]=3)[N:12]=2)=[CH:4][CH:3]=1. The yield is 0.500. (3) The reactants are [F:1][C:2]1[CH:7]=[CH:6][CH:5]=[CH:4][C:3]=1[C:8]1[N:13]=[N:12][C:11]([NH2:14])=[CH:10][CH:9]=1.Br[CH2:16][C:17]([C:19]1[CH:24]=[CH:23][C:22]([Br:25])=[C:21]([N+:26]([O-:28])=[O:27])[CH:20]=1)=O. The catalyst is C(#N)C. The product is [Br:25][C:22]1[CH:23]=[CH:24][C:19]([C:17]2[N:14]=[C:11]3[CH:10]=[CH:9][C:8]([C:3]4[CH:4]=[CH:5][CH:6]=[CH:7][C:2]=4[F:1])=[N:13][N:12]3[CH:16]=2)=[CH:20][C:21]=1[N+:26]([O-:28])=[O:27]. The yield is 0.370. (4) The reactants are [S:1]1[C:5]2[CH:6]=[CH:7][CH:8]=[CH:9][C:4]=2[N:3]=[C:2]1[NH:10][C:11]([N:13]1[CH2:18][CH2:17][O:16][C:15]2[CH:19]=[CH:20][C:21]([C:23]3[S:24][C:25]([N:33]([CH3:43])[CH2:34][CH2:35][O:36][C:37]4[CH:42]=[CH:41][CH:40]=[CH:39][CH:38]=4)=[C:26]([C:28]([O:30]CC)=[O:29])[N:27]=3)=[CH:22][C:14]1=2)=[O:12].[OH-].[K+].CO. The catalyst is O. The product is [S:1]1[C:5]2[CH:6]=[CH:7][CH:8]=[CH:9][C:4]=2[N:3]=[C:2]1[NH:10][C:11]([N:13]1[CH2:18][CH2:17][O:16][C:15]2[CH:19]=[CH:20][C:21]([C:23]3[S:24][C:25]([N:33]([CH3:43])[CH2:34][CH2:35][O:36][C:37]4[CH:38]=[CH:39][CH:40]=[CH:41][CH:42]=4)=[C:26]([C:28]([OH:30])=[O:29])[N:27]=3)=[CH:22][C:14]1=2)=[O:12]. The yield is 0.0800. (5) The reactants are [N+:1]([C:4]1[CH:5]=[C:6]([N:10]2[CH2:15][CH2:14][N:13]([CH2:16][CH2:17][C:18]([O:20]CC)=O)[CH2:12][CH2:11]2)[CH:7]=[CH:8][CH:9]=1)([O-:3])=[O:2].O.[NH2:24][NH2:25]. The catalyst is C(O)C. The product is [N+:1]([C:4]1[CH:5]=[C:6]([N:10]2[CH2:15][CH2:14][N:13]([CH2:16][CH2:17][C:18]([NH:24][NH2:25])=[O:20])[CH2:12][CH2:11]2)[CH:7]=[CH:8][CH:9]=1)([O-:3])=[O:2]. The yield is 0.190. (6) The reactants are [CH3:1][O:2][C:3]([C:5]1[CH:10]=[CH:9][C:8]([C:11]([C:13]2[CH:18]=[CH:17][C:16]([C:19]([O:21][CH3:22])=[O:20])=[CH:15][CH:14]=2)=O)=[CH:7][CH:6]=1)=[O:4].Cl.[NH2:24][OH:25].C([O-])(=O)C.[Na+].C([O-])(O)=O.[Na+]. The catalyst is C(O)C. The product is [CH3:1][O:2][C:3]([C:5]1[CH:10]=[CH:9][C:8]([C:11]([C:13]2[CH:18]=[CH:17][C:16]([C:19]([O:21][CH3:22])=[O:20])=[CH:15][CH:14]=2)=[N:24][OH:25])=[CH:7][CH:6]=1)=[O:4]. The yield is 0.880. (7) The reactants are [H-].[Na+].[C:3]([O:11][CH2:12][CH3:13])(=[O:10])[CH2:4][C:5]([O:7][CH2:8][CH3:9])=[O:6].[N:14]#[C:15]Br. The catalyst is C1COCC1.O. The product is [C:15]([CH:4]([C:5]([O:7][CH2:8][CH3:9])=[O:6])[C:3]([O:11][CH2:12][CH3:13])=[O:10])#[N:14]. The yield is 0.360.